Dataset: Forward reaction prediction with 1.9M reactions from USPTO patents (1976-2016). Task: Predict the product of the given reaction. Given the reactants [NH2:1][C:2]1[CH:18]=[CH:17][C:5]([C:6]([NH:8][CH2:9][CH2:10][N:11]2[CH2:16][CH2:15][O:14][CH2:13][CH2:12]2)=[O:7])=[CH:4][CH:3]=1.Cl[C:20]1[N:30]=[C:29]2[C:23]([N:24]([CH3:35])[C:25](=[O:34])[CH2:26][CH2:27][N:28]2[CH:31]([CH3:33])[CH3:32])=[CH:22][N:21]=1.CCO.Cl, predict the reaction product. The product is: [CH3:35][N:24]1[C:25](=[O:34])[CH2:26][CH2:27][N:28]([CH:31]([CH3:33])[CH3:32])[C:29]2[C:23]1=[CH:22][N:21]=[C:20]([NH:1][C:2]1[CH:3]=[CH:4][C:5]([C:6]([NH:8][CH2:9][CH2:10][N:11]3[CH2:12][CH2:13][O:14][CH2:15][CH2:16]3)=[O:7])=[CH:17][CH:18]=1)[N:30]=2.